This data is from Reaction yield outcomes from USPTO patents with 853,638 reactions. The task is: Predict the reaction yield, written as a fraction of the theoretical maximum amount of product (1.0 means a 100% yield; for example, 0.34 means a 34% yield). (1) The reactants are [Si]([O:8][CH2:9][C@H:10]1[CH2:14][CH2:13][C@H:12]([O:15][C:16]2[N:24]=[CH:23][N:22]=[C:21]3[C:17]=2[N:18]=[C:19]([C:31]2[C:40]4[C:35](=[CH:36][CH:37]=[CH:38][CH:39]=4)[CH:34]=[CH:33][CH:32]=2)[N:20]3C2CCCCO2)[CH2:11]1)(C(C)(C)C)(C)C.O.CC(O)=O. The catalyst is C1COCC1. The product is [C:31]1([C:19]2[NH:20][C:21]3[C:17]([N:18]=2)=[C:16]([O:15][C@H:12]2[CH2:13][CH2:14][C@H:10]([CH2:9][OH:8])[CH2:11]2)[N:24]=[CH:23][N:22]=3)[C:40]2[C:35](=[CH:36][CH:37]=[CH:38][CH:39]=2)[CH:34]=[CH:33][CH:32]=1. The yield is 0.850. (2) The reactants are [F:1][C:2]1[C:7]([OH:8])=[CH:6][CH:5]=[C:4]([N+:9]([O-])=O)[C:3]=1[CH2:12][C:13](=O)[CH3:14].S(S([O-])=O)([O-])=O.[Na+].[Na+]. The catalyst is C(=O)([O-])[O-].[K+].[K+].O. The product is [F:1][C:2]1[C:7]([OH:8])=[CH:6][CH:5]=[C:4]2[C:3]=1[CH:12]=[C:13]([CH3:14])[NH:9]2. The yield is 0.645.